From a dataset of Tox21: 12 toxicity assays (nuclear receptors and stress response pathways). Binary classification across 12 toxicity assays. (1) The molecule is N#CC(CCc1ccc(Cl)cc1)(Cn1cncn1)c1ccccc1. It tested positive (active) for: NR-Aromatase (Aromatase enzyme inhibition). (2) The drug is CN(C)C(=S)[S-].CN(C)C(=S)[S-].CN(C)C(=S)[S-].[Fe+3]. It tested positive (active) for: SR-HSE (Heat Shock Element response). (3) The molecule is CCCCOCN(C(=O)CCl)c1c(CC)cccc1CC. It tested positive (active) for: SR-ARE (Antioxidant Response Element (oxidative stress)). (4) The compound is Oc1ccc(Cl)cc1Sc1cc(Cl)ccc1O. It tested positive (active) for: SR-HSE (Heat Shock Element response), SR-MMP (Mitochondrial Membrane Potential disruption), and SR-p53 (p53 tumor suppressor activation).